From a dataset of hERG Central: cardiac toxicity at 1µM, 10µM, and general inhibition. Predict hERG channel inhibition at various concentrations. The molecule is O=C(c1ccc(Cl)c(S(=O)(=O)N2CCCCCC2)c1)N1CCN(c2ccc(O)cc2)CC1. Results: hERG_inhib (hERG inhibition (general)): blocker.